From a dataset of NCI-60 drug combinations with 297,098 pairs across 59 cell lines. Regression. Given two drug SMILES strings and cell line genomic features, predict the synergy score measuring deviation from expected non-interaction effect. (1) Drug 1: CCC1=CC2CC(C3=C(CN(C2)C1)C4=CC=CC=C4N3)(C5=C(C=C6C(=C5)C78CCN9C7C(C=CC9)(C(C(C8N6C)(C(=O)OC)O)OC(=O)C)CC)OC)C(=O)OC. Drug 2: CS(=O)(=O)CCNCC1=CC=C(O1)C2=CC3=C(C=C2)N=CN=C3NC4=CC(=C(C=C4)OCC5=CC(=CC=C5)F)Cl. Cell line: SW-620. Synergy scores: CSS=46.8, Synergy_ZIP=5.64, Synergy_Bliss=1.73, Synergy_Loewe=-39.3, Synergy_HSA=0.629. (2) Drug 1: C1=C(C(=O)NC(=O)N1)F. Drug 2: CC1=C2C(C(=O)C3(C(CC4C(C3C(C(C2(C)C)(CC1OC(=O)C(C(C5=CC=CC=C5)NC(=O)OC(C)(C)C)O)O)OC(=O)C6=CC=CC=C6)(CO4)OC(=O)C)O)C)O. Cell line: HOP-62. Synergy scores: CSS=31.8, Synergy_ZIP=-9.45, Synergy_Bliss=-12.3, Synergy_Loewe=-11.4, Synergy_HSA=-9.93. (3) Drug 1: CNC(=O)C1=CC=CC=C1SC2=CC3=C(C=C2)C(=NN3)C=CC4=CC=CC=N4. Drug 2: COC1=C2C(=CC3=C1OC=C3)C=CC(=O)O2. Cell line: HOP-62. Synergy scores: CSS=3.57, Synergy_ZIP=0.211, Synergy_Bliss=2.69, Synergy_Loewe=2.00, Synergy_HSA=-0.129. (4) Drug 1: CCC1(CC2CC(C3=C(CCN(C2)C1)C4=CC=CC=C4N3)(C5=C(C=C6C(=C5)C78CCN9C7C(C=CC9)(C(C(C8N6C)(C(=O)OC)O)OC(=O)C)CC)OC)C(=O)OC)O.OS(=O)(=O)O. Drug 2: C1CC(=O)NC(=O)C1N2C(=O)C3=CC=CC=C3C2=O. Cell line: U251. Synergy scores: CSS=-2.45, Synergy_ZIP=3.46, Synergy_Bliss=4.15, Synergy_Loewe=-2.19, Synergy_HSA=0.0706. (5) Drug 1: CC1=CC=C(C=C1)C2=CC(=NN2C3=CC=C(C=C3)S(=O)(=O)N)C(F)(F)F. Drug 2: C1CN(CCN1C(=O)CCBr)C(=O)CCBr. Cell line: HCC-2998. Synergy scores: CSS=11.4, Synergy_ZIP=0.0367, Synergy_Bliss=5.23, Synergy_Loewe=-3.65, Synergy_HSA=1.06.